Dataset: Reaction yield outcomes from USPTO patents with 853,638 reactions. Task: Predict the reaction yield, written as a fraction of the theoretical maximum amount of product (1.0 means a 100% yield; for example, 0.34 means a 34% yield). (1) The reactants are F[C:2]1[C:7]([C:8]#[N:9])=[CH:6][CH:5]=[CH:4][N:3]=1.C(N(CC)CC)C.[CH:17]12[CH2:25][CH2:24][CH:21]([CH2:22][CH2:23]1)[CH2:20][NH:19][CH2:18]2. The catalyst is O1CCCC1.C(OCC)(=O)C. The product is [CH:17]12[CH2:25][CH2:24][CH:21]([CH2:22][CH2:23]1)[CH2:20][N:19]([C:2]1[N:3]=[CH:4][CH:5]=[CH:6][C:7]=1[C:8]#[N:9])[CH2:18]2. The yield is 0.200. (2) The reactants are CN(CCN(C)C)C.[Li]CCCC.[Cl:14][C:15]1[N:20]=[CH:19][C:18]([NH:21][C:22](=[O:28])[O:23][C:24]([CH3:27])([CH3:26])[CH3:25])=[CH:17][CH:16]=1.[I:29]I. The catalyst is C1COCC1. The product is [Cl:14][C:15]1[N:20]=[CH:19][C:18]([NH:21][C:22](=[O:28])[O:23][C:24]([CH3:25])([CH3:27])[CH3:26])=[C:17]([I:29])[CH:16]=1. The yield is 0.330. (3) The reactants are [H-].[Na+].[CH:3]([O:5][CH3:6])=[O:4].[F:7][C:8]([F:22])([F:21])[C:9]1[N:14]=[CH:13][C:12]([CH2:15][CH2:16][C:17](OC)=[O:18])=[CH:11][N:10]=1. The catalyst is COCCOC. The product is [OH:18]/[CH:17]=[C:16](/[CH2:15][C:12]1[CH:11]=[N:10][C:9]([C:8]([F:22])([F:21])[F:7])=[N:14][CH:13]=1)\[C:3]([O:5][CH3:6])=[O:4]. The yield is 0.820.